This data is from Full USPTO retrosynthesis dataset with 1.9M reactions from patents (1976-2016). The task is: Predict the reactants needed to synthesize the given product. (1) Given the product [CH2:1]([N:8]1[CH2:9][CH2:10][N:11]([CH2:14][C:15]2[CH:16]=[CH:17][C:18]([NH2:21])=[CH:19][CH:20]=2)[CH2:12][CH2:13]1)[C:2]1[CH:3]=[CH:4][CH:5]=[CH:6][CH:7]=1, predict the reactants needed to synthesize it. The reactants are: [CH2:1]([N:8]1[CH2:13][CH2:12][N:11]([CH2:14][C:15]2[CH:20]=[CH:19][C:18]([N+:21]([O-])=O)=[CH:17][CH:16]=2)[CH2:10][CH2:9]1)[C:2]1[CH:7]=[CH:6][CH:5]=[CH:4][CH:3]=1. (2) Given the product [Cl:1][C:2]1[CH:3]=[CH:4][C:5]([S:8][C:9]2[N:13]([CH3:14])[CH:12]=[N:11][C:10]=2[C:15]2[CH:20]=[CH:19][C:18]([C@H:21]3[CH2:23][C@@H:22]3[CH2:24][O:25][CH3:28])=[CH:17][CH:16]=2)=[N:6][CH:7]=1, predict the reactants needed to synthesize it. The reactants are: [Cl:1][C:2]1[CH:3]=[CH:4][C:5]([S:8][C:9]2[N:13]([CH3:14])[CH:12]=[N:11][C:10]=2[C:15]2[CH:20]=[CH:19][C:18]([C@H:21]3[CH2:23][C@@H:22]3[CH2:24][OH:25])=[CH:17][CH:16]=2)=[N:6][CH:7]=1.[H-].[Na+].[CH3:28]I. (3) Given the product [CH3:20][O:21][C:22]1[CH:27]=[CH:26][C:25]([NH:28][CH:3]([CH3:4])[CH2:2][C:1]([N:6]2[CH2:10][CH2:9][O:8][C:7]2=[O:11])=[O:5])=[CH:24][CH:23]=1, predict the reactants needed to synthesize it. The reactants are: [C:1]([N:6]1[CH2:10][CH2:9][O:8][C:7]1=[O:11])(=[O:5])/[CH:2]=[CH:3]/[CH3:4].FC(F)(F)S(O)(=O)=O.[CH3:20][O:21][C:22]1[CH:27]=[CH:26][C:25]([NH2:28])=[CH:24][CH:23]=1.[Cl-].[NH4+]. (4) Given the product [NH:29]1[CH2:28][CH:27]=[C:26]([C:24]2[CH:23]=[CH:22][C:20]3[N:21]=[CH:17][S:18][C:19]=3[CH:25]=2)[CH2:31][CH2:30]1, predict the reactants needed to synthesize it. The reactants are: C(C1C=NC(N2CCC(C[C:17]3[S:18][C:19]4[CH:25]=[C:24]([C:26]5[CH2:31][CH2:30][N:29](C(OC(C)(C)C)=O)[CH2:28][CH:27]=5)[CH:23]=[CH:22][C:20]=4[N:21]=3)CC2)=NC=1)CC.C(O)(C(F)(F)F)=O.